The task is: Predict which catalyst facilitates the given reaction.. This data is from Catalyst prediction with 721,799 reactions and 888 catalyst types from USPTO. (1) Reactant: C([O:3][C:4](=O)[CH2:5][CH:6]1[CH2:10][CH2:9][N:8]([C:11]([O:13][C:14]([CH3:17])([CH3:16])[CH3:15])=[O:12])[CH2:7]1)C.[H-].C([Al+]CC(C)C)C(C)C. Product: [O:3]=[CH:4][CH2:5][CH:6]1[CH2:10][CH2:9][N:8]([C:11]([O:13][C:14]([CH3:17])([CH3:16])[CH3:15])=[O:12])[CH2:7]1. The catalyst class is: 4. (2) Reactant: [C:1]1([CH:7]([O:18][C:19]2[CH:24]=[CH:23][C:22]([C:25]([OH:34])([C:30]([F:33])([F:32])[F:31])[C:26]([F:29])([F:28])[F:27])=[CH:21][CH:20]=2)[CH2:8][O:9][C:10]2[CH:17]=[CH:16][C:13]([CH:14]=[O:15])=[CH:12][CH:11]=2)[CH:6]=[CH:5][CH:4]=[CH:3][CH:2]=1.C1COCC1.CCO.[BH4-].[Na+].O. Product: [F:27][C:26]([F:28])([F:29])[C:25]([C:22]1[CH:21]=[CH:20][C:19]([O:18][CH:7]([C:1]2[CH:6]=[CH:5][CH:4]=[CH:3][CH:2]=2)[CH2:8][O:9][C:10]2[CH:17]=[CH:16][C:13]([CH2:14][OH:15])=[CH:12][CH:11]=2)=[CH:24][CH:23]=1)([OH:34])[C:30]([F:31])([F:33])[F:32]. The catalyst class is: 25. (3) Reactant: [CH2:1]([OH:8])[C:2]1[CH:7]=[CH:6][CH:5]=[CH:4][CH:3]=1.[H-].[Na+].[C:11]([O:15][C:16](=[O:29])[N:17]([C:19]1[CH:24]=[C:23](Cl)[CH:22]=[CH:21][C:20]=1[N+:26]([O-])=O)[CH3:18])([CH3:14])([CH3:13])[CH3:12]. Product: [C:11]([O:15][C:16](=[O:29])[N:17]([C:19]1[CH:24]=[C:23]([O:8][CH2:1][C:2]2[CH:7]=[CH:6][CH:5]=[CH:4][CH:3]=2)[CH:22]=[CH:21][C:20]=1[NH2:26])[CH3:18])([CH3:14])([CH3:12])[CH3:13]. The catalyst class is: 3.